This data is from Experimentally validated miRNA-target interactions with 360,000+ pairs, plus equal number of negative samples. The task is: Binary Classification. Given a miRNA mature sequence and a target amino acid sequence, predict their likelihood of interaction. The miRNA is hsa-miR-5192 with sequence AGGAGAGUGGAUUCCAGGUGGU. The protein sequence of the target gene is MPAMVPGWNHGNITRSKAEELLSRAGKDGSFLVRASESIPRAYALCVLFRNCVYTYRILPNEDDKFTVQASEGVPMRFFTKLDQLIDFYKKENMGLVTHLQYPVPLEEEDAIDEAEEDTVESVMSPPELPPRNIPMSAGPSEAKDLPLATENPRAPEVTRLSLSETLFQRLQSMDTSGLPEEHLKAIQDYLSTQLLLDSDFLKTGSSNLPHLKKLMSLLCKELHGEVIRTLPSLESLQRLFDQQLSPGLRPRPQVPGEASPITMVAKLSQLTSLLSSIEDKVKSLLHEGSESTNRRSLIP.... Result: 0 (no interaction).